Predict the product of the given reaction. From a dataset of Forward reaction prediction with 1.9M reactions from USPTO patents (1976-2016). (1) Given the reactants Cl[C:2]1[CH:3]=[C:4]([CH:27]=[C:28]([CH3:30])[N:29]=1)[C:5]([NH:7][C:8]1[C:17]2[C:12](=[CH:13][CH:14]=[CH:15][CH:16]=2)[C:11]([O:18][CH2:19][CH2:20][N:21]2[CH2:26][CH2:25][O:24][CH2:23][CH2:22]2)=[CH:10][CH:9]=1)=[O:6].[CH3:31][CH:32]1[CH2:37][CH2:36][CH2:35][NH:34][CH2:33]1, predict the reaction product. The product is: [N:21]1([CH2:20][CH2:19][O:18][C:11]2[C:12]3[C:17](=[CH:16][CH:15]=[CH:14][CH:13]=3)[C:8]([NH:7][C:5]([C:4]3[CH:27]=[C:28]([CH3:30])[N:29]=[C:2]([N:34]4[CH2:35][CH2:36][CH2:37][CH:32]([CH3:31])[CH2:33]4)[CH:3]=3)=[O:6])=[CH:9][CH:10]=2)[CH2:26][CH2:25][O:24][CH2:23][CH2:22]1. (2) Given the reactants Cl.[NH2:2][CH2:3][CH2:4][CH2:5][CH2:6][CH2:7][C:8]([NH:10][C:11]([CH3:32])([CH3:31])[CH2:12][N:13]1[C:25]2[C:24]3[CH:23]=[CH:22][CH:21]=[CH:20][C:19]=3[N:18]=[C:17]([NH2:26])[C:16]=2[N:15]=[C:14]1[CH2:27][O:28][CH2:29][CH3:30])=[O:9].C(N(CC)CC)C.C1C(=O)N([O:47][C:48]([CH2:50][CH2:51][S:52][S:53][C:54]2[N:59]=[CH:58][CH:57]=[CH:56][CH:55]=2)=O)C(=O)C1, predict the reaction product. The product is: [NH2:26][C:17]1[C:16]2[N:15]=[C:14]([CH2:27][O:28][CH2:29][CH3:30])[N:13]([CH2:12][C:11]([NH:10][C:8](=[O:9])[CH2:7][CH2:6][CH2:5][CH2:4][CH2:3][NH:2][C:48](=[O:47])[CH2:50][CH2:51][S:52][S:53][C:54]3[CH:55]=[CH:56][CH:57]=[CH:58][N:59]=3)([CH3:31])[CH3:32])[C:25]=2[C:24]2[CH:23]=[CH:22][CH:21]=[CH:20][C:19]=2[N:18]=1. (3) Given the reactants [CH2:1]([CH:3]([C:6]1[C:10]([CH2:11][CH2:12][CH2:13][OH:14])=[CH:9][N:8]([C:15]2[CH:20]=[CH:19][C:18]([C:21]([F:24])([F:23])[F:22])=[CH:17][N:16]=2)[N:7]=1)[CH2:4][CH3:5])[CH3:2].O[C:26]1[C:27]([CH3:37])=[N:28][CH:29]=[CH:30][C:31]=1[CH2:32][C:33]([O:35]C)=[O:34].C(P(CCCC)CCCC)CCC.N(C(N1CCCCC1)=O)=NC(N1CCCCC1)=O, predict the reaction product. The product is: [CH2:1]([CH:3]([C:6]1[C:10]([CH2:11][CH2:12][CH2:13][O:14][C:26]2[C:27]([CH3:37])=[N:28][CH:29]=[CH:30][C:31]=2[CH2:32][C:33]([OH:35])=[O:34])=[CH:9][N:8]([C:15]2[CH:20]=[CH:19][C:18]([C:21]([F:23])([F:24])[F:22])=[CH:17][N:16]=2)[N:7]=1)[CH2:4][CH3:5])[CH3:2]. (4) The product is: [CH3:12][C:11]1[C:3]2[C:2](=[CH:7][CH:6]=[C:5]([N+:8]([O-:10])=[O:9])[CH:4]=2)[NH:15][N:14]=1. Given the reactants F[C:2]1[CH:7]=[CH:6][C:5]([N+:8]([O-:10])=[O:9])=[CH:4][C:3]=1[C:11](=O)[CH3:12].[NH2:14][NH2:15], predict the reaction product. (5) Given the reactants C(Cl)(=O)C(Cl)=O.[CH2:7]1[C:9]2([CH2:12][CH:11]([CH2:13]O)[CH2:10]2)[CH2:8]1.C1C(=O)[N:19](Cl)C(=O)C1.[Na+].[Cl-:24].[OH2:25], predict the reaction product. The product is: [OH:25][N:19]=[C:13]([Cl:24])[CH:11]1[CH2:12][C:9]2([CH2:7][CH2:8]2)[CH2:10]1.